This data is from Peptide-MHC class I binding affinity with 185,985 pairs from IEDB/IMGT. The task is: Regression. Given a peptide amino acid sequence and an MHC pseudo amino acid sequence, predict their binding affinity value. This is MHC class I binding data. The peptide sequence is NQNLIPSTVK. The MHC is HLA-A68:01 with pseudo-sequence HLA-A68:01. The binding affinity (normalized) is 0.445.